This data is from Experimentally validated miRNA-target interactions with 360,000+ pairs, plus equal number of negative samples. The task is: Binary Classification. Given a miRNA mature sequence and a target amino acid sequence, predict their likelihood of interaction. (1) The miRNA is hsa-miR-3116 with sequence UGCCUGGAACAUAGUAGGGACU. The protein sequence of the target gene is MNRLRNAKIYVERAVKQKKIFTIQGCYPVIRCLLRRRGWVEKKMVHRSGPTLLPPQKDLDSSAMGDSDTTEDEDEDEDEEFQPSQLFDFDDLLKFDDLDGTHALMVGLCLNLRNLPWFDEVDANSFFPRCYCLGAEDDKKAFIEDFWLTAARNVLKLVVKSEWKSYPIQAVEEEASGDKQPKKQEKNPVLVSPEFVDEALCACEEYLSNLAHMDIDKDLEAPLYLTPEGWSLFLQRYYQVVHEGAELRHLDTQVQRCEDILQQLQAVVPQIDMEGDRNIWIVKPGAKSRGRGIMCMDHLE.... Result: 0 (no interaction). (2) The miRNA is hsa-miR-98-5p with sequence UGAGGUAGUAAGUUGUAUUGUU. The protein sequence of the target gene is MQPLWLCWALWVLPLASPGAALTGEQLLGSLLRQLQLKEVPTLDRADMEELVIPTHVRAQYVALLQRSHGDRSRGKRFSQSFREVAGRFLALEASTHLLVFGMEQRLPPNSELVQAVLRLFQEPVPKAALHRHGRLSPRSARARVTVEWLRVRDDGSNRTSLIDSRLVSVHESGWKAFDVTEAVNFWQQLSRPRQPLLLQVSVQREHLGPLASGAHKLVRFASQGAPAGLGEPQLELHTLDLGDYGAQGDCDPEAPMTEGTRCCRQEMYIDLQGMKWAENWVLEPPGFLAYECVGTCRQP.... Result: 1 (interaction). (3) The miRNA is hsa-miR-8065 with sequence UGUAGGAACAGUUGAAUUUUGGCU. The protein sequence of the target gene is MQSQRIPGRKRGRPSLHSTPMKMAVHNLYSASAGSLPAVKIPKKRGRKPGYKIKSRVLMTPLALSPPRSTPEPDLSSIPQDAATVPSLAAPQALTVCLYINKQANAGPYLERKKVQQLPEHFGPERPSAVLQQAVQACIDCAHQQKLVFSLVKQGYGGEMVSVSASFDGKQHLRSLPVVNSIGYVLRFLAKLCRSLLCDDLFSHQPFPRGCSASEKVQEKEEGRMESVKTVTTEEYLVNPVGMNRYSVDTSASTFNHRGSLHPSSSLYCKRQNSGDSHLGGGPAATAGGPRTSPMSSGGP.... Result: 1 (interaction).